Predict the reaction yield, written as a fraction of the theoretical maximum amount of product (1.0 means a 100% yield; for example, 0.34 means a 34% yield). From a dataset of Reaction yield outcomes from USPTO patents with 853,638 reactions. The reactants are C([NH:18][CH:19]([C:83]1[CH:88]=[CH:87][CH:86]=[CH:85][CH:84]=1)[C:20]1[CH:25]=[CH:24][C:23]([O:26][CH2:27][CH2:28][CH2:29][CH2:30][CH2:31][CH2:32][CH2:33][CH2:34][CH2:35][CH2:36][CH2:37][CH2:38][CH2:39][CH2:40][CH2:41][CH2:42][CH2:43][CH3:44])=[C:22]([O:45][CH2:46][CH2:47][CH2:48][CH2:49][CH2:50][CH2:51][CH2:52][CH2:53][CH2:54][CH2:55][CH2:56][CH2:57][CH2:58][CH2:59][CH2:60][CH2:61][CH2:62][CH3:63])[C:21]=1[O:64][CH2:65][CH2:66][CH2:67][CH2:68][CH2:69][CH2:70][CH2:71][CH2:72][CH2:73][CH2:74][CH2:75][CH2:76][CH2:77][CH2:78][CH2:79][CH2:80][CH2:81][CH3:82])(OCC1C2C(=CC=CC=2)C2C1=CC=CC=2)=O.C(NCC)C. The catalyst is C(Cl)(Cl)Cl.C(#N)C. The product is [C:83]1([CH:19]([NH2:18])[C:20]2[CH:25]=[CH:24][C:23]([O:26][CH2:27][CH2:28][CH2:29][CH2:30][CH2:31][CH2:32][CH2:33][CH2:34][CH2:35][CH2:36][CH2:37][CH2:38][CH2:39][CH2:40][CH2:41][CH2:42][CH2:43][CH3:44])=[C:22]([O:45][CH2:46][CH2:47][CH2:48][CH2:49][CH2:50][CH2:51][CH2:52][CH2:53][CH2:54][CH2:55][CH2:56][CH2:57][CH2:58][CH2:59][CH2:60][CH2:61][CH2:62][CH3:63])[C:21]=2[O:64][CH2:65][CH2:66][CH2:67][CH2:68][CH2:69][CH2:70][CH2:71][CH2:72][CH2:73][CH2:74][CH2:75][CH2:76][CH2:77][CH2:78][CH2:79][CH2:80][CH2:81][CH3:82])[CH:84]=[CH:85][CH:86]=[CH:87][CH:88]=1. The yield is 0.990.